Dataset: Reaction yield outcomes from USPTO patents with 853,638 reactions. Task: Predict the reaction yield, written as a fraction of the theoretical maximum amount of product (1.0 means a 100% yield; for example, 0.34 means a 34% yield). (1) The reactants are [Br:1][C:2]1[CH:15]=[CH:14][C:5]2[C:6](=[O:13])[C:7]([CH3:12])([CH3:11])[S:8](=[O:10])(=[O:9])[C:4]=2[CH:3]=1.[BH4-].[Na+]. The catalyst is CO.C(Cl)Cl. The product is [Br:1][C:2]1[CH:15]=[CH:14][C:5]2[CH:6]([OH:13])[C:7]([CH3:11])([CH3:12])[S:8](=[O:9])(=[O:10])[C:4]=2[CH:3]=1. The yield is 0.970. (2) The reactants are O.CC1C=CC(S(O[CH2:13][CH2:14][CH2:15][C:16]2[CH:25]=[CH:24][C:23]3[C:18](=[CH:19][CH:20]=[C:21]([O:26][CH3:27])[CH:22]=3)[CH:17]=2)(=O)=O)=CC=1.[F-:28].[Cs+]. The catalyst is CC#N. The product is [F:28][CH2:13][CH2:14][CH2:15][C:16]1[CH:25]=[CH:24][C:23]2[C:18](=[CH:19][CH:20]=[C:21]([O:26][CH3:27])[CH:22]=2)[CH:17]=1. The yield is 0.400. (3) The yield is 0.373. The reactants are [CH3:1][N:2]1[C:6]([C:7]2[CH:8]=[C:9]3[C:13](=[CH:14][CH:15]=2)[C:12](=[O:16])[N:11]([C@@H:17]([CH2:30][C:31]2[CH:36]=[CH:35][CH:34]=[C:33]([F:37])[CH:32]=2)[CH2:18][N:19]2C(=O)C4C(=CC=CC=4)C2=O)[CH2:10]3)=[CH:5][CH:4]=[N:3]1.CO.O1CCCC1.NN. No catalyst specified. The product is [NH2:19][CH2:18][C@@H:17]([N:11]1[CH2:10][C:9]2[C:13](=[CH:14][CH:15]=[C:7]([C:6]3[N:2]([CH3:1])[N:3]=[CH:4][CH:5]=3)[CH:8]=2)[C:12]1=[O:16])[CH2:30][C:31]1[CH:36]=[CH:35][CH:34]=[C:33]([F:37])[CH:32]=1. (4) The reactants are [CH:1]1([CH2:4][NH:5][C:6]2[N:7]=[C:8]([NH:25][CH2:26][CH2:27][CH3:28])[C:9]3[N:15]=[C:14]([NH:16][CH2:17][CH:18]4[CH2:20][CH2:19]4)[N:13]=[C:12]([NH:21][CH2:22][CH2:23][CH3:24])[C:10]=3[N:11]=2)[CH2:3][CH2:2]1.[ClH:29].C(OCC)C.Cl.CN(C)C1N=C(NCCC)C2N=C(NC)N=C(NCCC)C=2N=1. The catalyst is C(O)C. The product is [ClH:29].[CH:18]1([CH2:17][NH:16][C:14]2[N:13]=[C:12]([NH:21][CH2:22][CH2:23][CH3:24])[C:10]3[N:11]=[C:6]([NH:5][CH2:4][CH:1]4[CH2:3][CH2:2]4)[N:7]=[C:8]([NH:25][CH2:26][CH2:27][CH3:28])[C:9]=3[N:15]=2)[CH2:20][CH2:19]1. The yield is 0.990. (5) The reactants are [Cl:1][C:2]1[CH:7]=[C:6]([O:8]C(C)C)[C:5]([I:12])=[CH:4][C:3]=1[C:13]1[N:17]=[C:16]([C:18]2[CH:23]=[CH:22][C:21]([CH2:24][CH2:25][CH3:26])=[CH:20][CH:19]=2)[O:15][N:14]=1.ClC1C=C(C2ON=C(C3C=CC(OC(C)C)=C(I)C=3)N=2)C=CC=1OCCC. No catalyst specified. The product is [Cl:1][C:2]1[C:3]([C:13]2[N:17]=[C:16]([C:18]3[CH:23]=[CH:22][C:21]([CH2:24][CH2:25][CH3:26])=[CH:20][CH:19]=3)[O:15][N:14]=2)=[CH:4][C:5]([I:12])=[C:6]([OH:8])[CH:7]=1. The yield is 0.550. (6) The reactants are [Cl:1][C:2]1[C:3]([O:10][C:11]2[CH:19]=[CH:18][C:14]([C:15]([NH2:17])=[O:16])=[CH:13][CH:12]=2)=[N:4][CH:5]=[C:6]([CH:8]=O)[CH:7]=1.[Cl:20][C:21]1[CH:22]=[C:23]([CH2:27][CH2:28][NH2:29])[CH:24]=[CH:25][CH:26]=1. No catalyst specified. The product is [Cl:1][C:2]1[C:3]([O:10][C:11]2[CH:19]=[CH:18][C:14]([C:15]([NH2:17])=[O:16])=[CH:13][CH:12]=2)=[N:4][CH:5]=[C:6]([CH2:8][NH:29][CH2:28][CH2:27][C:23]2[CH:24]=[CH:25][CH:26]=[C:21]([Cl:20])[CH:22]=2)[CH:7]=1. The yield is 0.360. (7) The reactants are O=[C:2]([CH3:9])[CH2:3][C:4]([O:6]CC)=O.Cl.[C:11](=[NH:14])([NH2:13])[CH3:12].C([O-])C.[Na+].O. The catalyst is C(O)C. The product is [CH3:12][C:11]1[N:14]=[C:4]([OH:6])[CH:3]=[C:2]([CH3:9])[N:13]=1. The yield is 0.360.